Dataset: Forward reaction prediction with 1.9M reactions from USPTO patents (1976-2016). Task: Predict the product of the given reaction. (1) Given the reactants [F:1][CH:2]([F:24])[C:3]1[N:8]2[N:9]=[CH:10][C:11]([C:12]#[CH:13])=[C:7]2[N:6]=[C:5]([C:14]2[CH:19]=[CH:18][C:17]([C:20]([F:23])([F:22])[F:21])=[CH:16][CH:15]=2)[CH:4]=1.Br[C:26]1[C:27]([F:42])=[CH:28][C:29]([F:41])=[C:30]([S:32]([NH:35][CH2:36][CH2:37][N:38]([CH3:40])[CH3:39])(=[O:34])=[O:33])[CH:31]=1, predict the reaction product. The product is: [F:24][CH:2]([F:1])[C:3]1[N:8]2[N:9]=[CH:10][C:11]([C:12]#[C:13][C:26]3[C:27]([F:42])=[CH:28][C:29]([F:41])=[C:30]([S:32]([NH:35][CH2:36][CH2:37][N:38]([CH3:39])[CH3:40])(=[O:34])=[O:33])[CH:31]=3)=[C:7]2[N:6]=[C:5]([C:14]2[CH:19]=[CH:18][C:17]([C:20]([F:23])([F:22])[F:21])=[CH:16][CH:15]=2)[CH:4]=1. (2) Given the reactants [CH2:1]([O:8][C:9]1[C:14](=[O:15])[NH:13][C:12]([CH:16]([O:21][CH2:22][CH2:23]O)[CH2:17][CH2:18][S:19][CH3:20])=[N:11][C:10]=1[C:25]([O:27][CH2:28][CH3:29])=[O:26])[C:2]1[CH:7]=[CH:6][CH:5]=[CH:4][CH:3]=1.CCN(CC)CC.CSOC(I)=O, predict the reaction product. The product is: [CH2:1]([O:8][C:9]1[C:14](=[O:15])[N:13]2[C:12]([CH:16]([CH2:17][CH2:18][S:19][CH3:20])[O:21][CH2:22][CH2:23]2)=[N:11][C:10]=1[C:25]([O:27][CH2:28][CH3:29])=[O:26])[C:2]1[CH:7]=[CH:6][CH:5]=[CH:4][CH:3]=1. (3) Given the reactants F[C:2]1[CH:7]=[C:6]([CH:8]([CH2:17][C:18](=[O:23])[C:19]([CH3:22])([CH3:21])[CH3:20])[C:9]([C:11]2[CH:16]=[CH:15][CH:14]=[CH:13][CH:12]=2)=O)[CH:5]=[CH:4][N:3]=1.C([O-])(O)=[O:25].[Na+].CCOC(C)=O, predict the reaction product. The product is: [C:19]([C:18]1[O:23][C:9]([C:11]2[CH:16]=[CH:15][CH:14]=[CH:13][CH:12]=2)=[C:8]([C:6]2[CH:5]=[CH:4][NH:3][C:2](=[O:25])[CH:7]=2)[CH:17]=1)([CH3:22])([CH3:20])[CH3:21].